This data is from Forward reaction prediction with 1.9M reactions from USPTO patents (1976-2016). The task is: Predict the product of the given reaction. (1) Given the reactants [CH3:1][N:2]1[CH:6]=[C:5](B2OC(C)(C)C(C)(C)O2)[CH:4]=[N:3]1.Br[C:17]1[S:18][CH:19]=[C:20](/[CH:22]=[CH:23]/[C:24]([O:26][CH2:27][CH3:28])=[O:25])[N:21]=1.C([O-])([O-])=O.[Na+].[Na+], predict the reaction product. The product is: [CH3:1][N:2]1[CH:6]=[CH:5][C:4]([C:17]2[S:18][CH:19]=[C:20](/[CH:22]=[CH:23]/[C:24]([O:26][CH2:27][CH3:28])=[O:25])[N:21]=2)=[N:3]1. (2) Given the reactants BrC1C=C(C2[N:13]=[N:12][C:11]([S:14][CH3:15])=[N:10]C=2)C=C(Br)C=1O.[CH3:18][C:19]([C:21]1[CH:26]=[C:25]([Cl:27])[C:24]([OH:28])=[C:23]([Cl:29])[CH:22]=1)=O, predict the reaction product. The product is: [Cl:27][C:25]1[CH:26]=[C:21]([C:19]2[N:13]=[N:12][C:11]([S:14][CH3:15])=[N:10][CH:18]=2)[CH:22]=[C:23]([Cl:29])[C:24]=1[OH:28]. (3) Given the reactants I[C:2]1[C:11]2[C:6](=[CH:7][CH:8]=[CH:9][C:10]=2I)[CH:5]=[CH:4][CH:3]=1.[CH3:13][C:14]1[CH:19]=[C:18]([O:20][CH3:21])[CH:17]=[CH:16][C:15]=1B(O)O.[O-]P([O-])([O-])=O.[K+].[K+].[K+], predict the reaction product. The product is: [CH3:13][C:14]1[CH:19]=[C:18]([O:20][CH3:21])[CH:17]=[CH:16][C:15]=1[C:2]1[C:11]2[C:6](=[CH:7][CH:8]=[CH:9][C:10]=2[C:15]2[CH:16]=[CH:17][C:18]([O:20][CH3:21])=[CH:19][C:14]=2[CH3:13])[CH:5]=[CH:4][CH:3]=1. (4) The product is: [Cl:1][C:2]1[CH:33]=[CH:6][C:5]([CH2:8][C:9]2[CH:10]=[C:11]3[C:16](=[C:17]4[CH:22]=[CH:21][CH:20]=[CH:19][C:18]=24)[N:15]=[CH:14][N:13]([C@H:23]2[CH2:28][CH2:27][O:26][CH2:25][C@@H:24]2[OH:29])[C:12]3=[O:30])=[CH:4][CH:3]=1. Given the reactants [Cl:1][C:2]1N=[CH:6][C:5]([CH2:8][C:9]2[CH:10]=[C:11]3[C:16](=[C:17]4[CH:22]=[CH:21][CH:20]=[CH:19][C:18]=24)[N:15]=[CH:14][N:13]([C@H:23]2[CH2:28][CH2:27][O:26][CH2:25][C@@H:24]2[OH:29])[C:12]3=[O:30])=[CH:4][CH:3]=1.[Cl-].Cl[C:33]1C=CC(C[Zn+])=CN=1, predict the reaction product.